From a dataset of Forward reaction prediction with 1.9M reactions from USPTO patents (1976-2016). Predict the product of the given reaction. Given the reactants [ClH:1].[C:2]([NH:5][CH2:6][C:7]1[CH:8]=[C:9]([CH2:13][NH:14]C(=O)OC(C)(C)C)[CH:10]=[CH:11][CH:12]=1)(=[O:4])[CH3:3], predict the reaction product. The product is: [ClH:1].[NH2:14][CH2:13][C:9]1[CH:8]=[C:7]([CH2:6][NH:5][C:2](=[O:4])[CH3:3])[CH:12]=[CH:11][CH:10]=1.